This data is from Full USPTO retrosynthesis dataset with 1.9M reactions from patents (1976-2016). The task is: Predict the reactants needed to synthesize the given product. (1) Given the product [C:1]1([C:7]2[N:12]=[C:11]3[N:13]([CH2:34][CH2:35][CH2:36][CH2:37][CH2:38][CH2:39][C:40]([O:42][CH2:43][CH3:44])=[O:41])[CH2:14][CH2:15][CH2:16][C:10]3=[N:9][C:8]=2[C:17]2[CH:18]=[CH:19][C:20]([CH3:23])=[CH:21][CH:22]=2)[CH:6]=[CH:5][CH:4]=[CH:3][CH:2]=1, predict the reactants needed to synthesize it. The reactants are: [C:1]1([C:7]2[N:12]=[C:11]3[NH:13][CH2:14][CH2:15][CH2:16][C:10]3=[N:9][C:8]=2[C:17]2[CH:22]=[CH:21][C:20]([CH3:23])=[CH:19][CH:18]=2)[CH:6]=[CH:5][CH:4]=[CH:3][CH:2]=1.CCN(C(C)C)C(C)C.O=[CH:34][CH2:35][CH2:36][CH2:37][CH2:38][CH2:39][C:40]([O:42][CH2:43][CH3:44])=[O:41].C(O[BH-](OC(=O)C)OC(=O)C)(=O)C.[Na+]. (2) Given the product [O:21]=[C:15]1[CH:14]([N:8]2[C:7](=[O:22])[C:6]3[C:10](=[CH:11][CH:12]=[C:4]([CH2:3][NH:2][C:28](=[O:29])[C:27]4[CH:31]=[CH:32][C:24]([CH3:23])=[CH:25][CH:26]=4)[CH:5]=3)[C:9]2=[O:13])[CH2:19][CH2:18][C:17](=[O:20])[NH:16]1, predict the reactants needed to synthesize it. The reactants are: Cl.[NH2:2][CH2:3][C:4]1[CH:5]=[C:6]2[C:10](=[CH:11][CH:12]=1)[C:9](=[O:13])[N:8]([CH:14]1[CH2:19][CH2:18][C:17](=[O:20])[NH:16][C:15]1=[O:21])[C:7]2=[O:22].[CH3:23][C:24]1[CH:32]=[CH:31][C:27]([C:28](Cl)=[O:29])=[CH:26][CH:25]=1.CCN(C(C)C)C(C)C. (3) Given the product [NH:16]1[CH:17]=[C:13]([C:11]2[CH:10]=[CH:9][C:7]([NH2:8])=[C:6]([O:5][CH2:4][CH2:3][N:2]3[CH2:18][CH2:21][CH2:20][CH2:1]3)[CH:12]=2)[CH:14]=[N:15]1, predict the reactants needed to synthesize it. The reactants are: [CH3:1][N:2]([CH3:18])[CH2:3][CH2:4][O:5][C:6]1[CH:12]=[C:11]([C:13]2[CH:14]=[N:15][NH:16][CH:17]=2)[CH:10]=[CH:9][C:7]=1[NH2:8].N1(CCO)CC[CH2:21][CH2:20]1. (4) Given the product [ClH:13].[CH3:1][O:2][C:3]1[CH:11]=[CH:10][C:6]([CH2:7][NH2:8])=[CH:5][C:4]=1[OH:12], predict the reactants needed to synthesize it. The reactants are: [CH3:1][O:2][C:3]1[CH:11]=[CH:10][C:6]([CH:7]=[N:8]O)=[CH:5][C:4]=1[OH:12].[ClH:13]. (5) Given the product [C:21]([O:19][CH2:18][CH:2]([OH:1])[CH2:3][C:4]1([OH:17])[CH2:5][CH2:6][N:7]([C:10]([O:12][C:13]([CH3:14])([CH3:15])[CH3:16])=[O:11])[CH2:8][CH2:9]1)([CH3:34])([CH3:28])[CH3:22], predict the reactants needed to synthesize it. The reactants are: [OH:1][CH:2]([CH2:18][OH:19])[CH2:3][C:4]1([OH:17])[CH2:9][CH2:8][N:7]([C:10]([O:12][C:13]([CH3:16])([CH3:15])[CH3:14])=[O:11])[CH2:6][CH2:5]1.Cl[C:21]([C:34]1C=CC=CC=1)([C:28]1C=CC=CC=1)[C:22]1C=CC=CC=1. (6) The reactants are: [CH3:1][O:2][C:3](=[O:33])[NH:4][CH:5]([C:9]([N:11]1[CH2:15][CH:14]([O:16][CH2:17][CH2:18][O:19][CH3:20])[CH2:13][CH:12]1[C:21]1[NH:22][C:23]([C:26]2[CH:31]=[CH:30][C:29](Br)=[CH:28][CH:27]=2)=[CH:24][N:25]=1)=[O:10])[CH:6]([CH3:8])[CH3:7].B1(B2OC(C)(C)C(C)(C)O2)OC(C)(C)C(C)(C)O1.C([O-])(=O)C.[K+].[CH3:57][O:58][C:59](=[O:90])[NH:60][CH:61]([C:65]([N:67]1[CH:73]([C:74]2[NH:75][C:76]([C:79]3[CH:88]=[CH:87][C:86]4[C:81](=[CH:82][CH:83]=[C:84](Br)[CH:85]=4)[CH:80]=3)=[CH:77][N:78]=2)[CH2:72][C:69]2([CH2:71][CH2:70]2)[CH2:68]1)=[O:66])[CH:62]([CH3:64])[CH3:63]. Given the product [CH3:57][O:58][C:59](=[O:90])[NH:60][CH:61]([C:65]([N:67]1[CH:73]([C:74]2[N:75]=[C:76]([C:79]3[CH:88]=[CH:87][C:86]4[C:81](=[CH:82][CH:83]=[C:84]([C:29]5[CH:28]=[CH:27][C:26]([C:23]6[NH:22][C:21]([CH:12]7[CH2:13][CH:14]([O:16][CH2:17][CH2:18][O:19][CH3:20])[CH2:15][N:11]7[C:9](=[O:10])[CH:5]([NH:4][C:3]([O:2][CH3:1])=[O:33])[CH:6]([CH3:8])[CH3:7])=[N:25][CH:24]=6)=[CH:31][CH:30]=5)[CH:85]=4)[CH:80]=3)[CH2:77][N:78]=2)[CH2:72][C:69]2([CH2:71][CH2:70]2)[CH2:68]1)=[O:66])[CH:62]([CH3:64])[CH3:63], predict the reactants needed to synthesize it. (7) The reactants are: [NH2:1][C:2]1[C:11]2[C:6](=[N:7][CH:8]=[CH:9][CH:10]=2)[N:5]([O:12][CH2:13][C:14]2[CH:19]=[CH:18][CH:17]=[CH:16][CH:15]=2)[C:4](=[O:20])[C:3]=1[C:21]([NH:23][CH3:24])=[O:22].C(=O)[C:26]1[CH:31]=[CH:30][CH:29]=[CH:28][CH:27]=1.[C:33]1(C)C(S(O)(=O)=O)=CC=CC=1. Given the product [CH2:13]([O:12][N:5]1[C:6]2[N:7]=[CH:8][CH:9]=[CH:10][C:11]=2[C:2]2[NH:1][CH:24]([C:26]3[CH:31]=[CH:30][CH:29]=[CH:28][CH:27]=3)[N:23]([CH3:33])[C:21](=[O:22])[C:3]=2[C:4]1=[O:20])[C:14]1[CH:19]=[CH:18][CH:17]=[CH:16][CH:15]=1, predict the reactants needed to synthesize it. (8) Given the product [NH2:1][C:2]1[N:9]=[C:8]([C:10]2[O:11][CH:12]=[CH:13][CH:14]=2)[C:7]([C:15]2[CH:20]=[CH:19][C:18](=[O:21])[N:17]([C:27]3[CH:28]=[CH:29][C:24]([C:22]#[N:23])=[CH:25][CH:26]=3)[CH:16]=2)=[CH:6][C:3]=1[C:4]#[N:5], predict the reactants needed to synthesize it. The reactants are: [NH2:1][C:2]1[N:9]=[C:8]([C:10]2[O:11][CH:12]=[CH:13][CH:14]=2)[C:7]([C:15]2[CH:20]=[CH:19][C:18](=[O:21])[NH:17][CH:16]=2)=[CH:6][C:3]=1[C:4]#[N:5].[C:22]([C:24]1[CH:29]=[CH:28][C:27](B(O)O)=[CH:26][CH:25]=1)#[N:23].N1C=CC=CC=1.CN(C)C=O.